Predict the reaction yield, written as a fraction of the theoretical maximum amount of product (1.0 means a 100% yield; for example, 0.34 means a 34% yield). From a dataset of Reaction yield outcomes from USPTO patents with 853,638 reactions. The reactants are [CH:1]1([C@@:7]([C:14]2[CH:19]=[CH:18][CH:17]=[CH:16][CH:15]=2)([C:9]2[N:13]=[CH:12][NH:11][N:10]=2)[OH:8])[CH2:6][CH2:5][CH2:4][CH2:3][CH2:2]1.Br[CH2:21][CH:22]1[CH2:27][CH2:26][N:25]([C:28]([O:30][C:31]([CH3:34])([CH3:33])[CH3:32])=[O:29])[CH2:24][CH2:23]1.C(=O)([O-])[O-].[Cs+].[Cs+]. The catalyst is CC(C)=O. The product is [C:31]([O:30][C:28]([N:25]1[CH2:26][CH2:27][CH:22]([CH2:21][N:11]2[CH:12]=[N:13][C:9]([C@:7]([CH:1]3[CH2:2][CH2:3][CH2:4][CH2:5][CH2:6]3)([OH:8])[C:14]3[CH:19]=[CH:18][CH:17]=[CH:16][CH:15]=3)=[N:10]2)[CH2:23][CH2:24]1)=[O:29])([CH3:34])([CH3:32])[CH3:33]. The yield is 0.640.